From a dataset of Peptide-MHC class II binding affinity with 134,281 pairs from IEDB. Regression. Given a peptide amino acid sequence and an MHC pseudo amino acid sequence, predict their binding affinity value. This is MHC class II binding data. The peptide sequence is DGDLKRLRDLNQAVN. The MHC is DRB5_0101 with pseudo-sequence DRB5_0101. The binding affinity (normalized) is 0.289.